Dataset: Full USPTO retrosynthesis dataset with 1.9M reactions from patents (1976-2016). Task: Predict the reactants needed to synthesize the given product. (1) Given the product [CH3:26][Si:2]([CH3:1])([C:22]([CH3:23])([CH3:25])[CH3:24])[O:3][CH2:4][C:5]1[CH:6]=[CH:7][C:8]2[N:12]([CH2:13][C:14]3[CH:19]=[CH:18][C:17]([O:20][CH3:21])=[CH:16][CH:15]=3)[C:29](=[O:30])[CH2:28][O:11][C:9]=2[CH:10]=1, predict the reactants needed to synthesize it. The reactants are: [CH3:1][Si:2]([CH3:26])([C:22]([CH3:25])([CH3:24])[CH3:23])[O:3][CH2:4][C:5]1[CH:6]=[CH:7][C:8]([NH:12][CH2:13][C:14]2[CH:19]=[CH:18][C:17]([O:20][CH3:21])=[CH:16][CH:15]=2)=[C:9]([OH:11])[CH:10]=1.Cl[CH2:28][C:29](Cl)=[O:30].S(=O)(=O)(O)[O-].[Na+]. (2) Given the product [CH3:1][S:2]([C:5]1[CH:12]=[CH:11][C:8]([CH:9]=[CH:14][C:15]([OH:17])=[O:16])=[CH:7][CH:6]=1)(=[O:4])=[O:3], predict the reactants needed to synthesize it. The reactants are: [CH3:1][S:2]([C:5]1[CH:12]=[CH:11][C:8]([CH:9]=O)=[CH:7][CH:6]=1)(=[O:4])=[O:3].C(O)(=O)[CH2:14][C:15]([OH:17])=[O:16]. (3) Given the product [CH2:51]([O:50][CH:46]([O:47][CH2:48][CH3:49])[C@@H:45]([N:33]([CH2:34][C:35]1[CH:36]=[CH:37][CH:38]=[C:39]2[C:44]=1[N:43]=[CH:42][CH:41]=[CH:40]2)[C:31]([C@H:18]([CH2:19][CH2:20][CH2:21][CH2:22][NH:23][C:24](=[O:30])[O:25][C:26]([CH3:28])([CH3:29])[CH3:27])[NH:17][C:13](=[O:15])[CH2:12][O:11][NH:10][C:9](=[O:16])[NH:8][CH2:1][C:2]1[CH:3]=[CH:4][CH:5]=[CH:6][CH:7]=1)=[O:32])[CH3:53])[CH3:52], predict the reactants needed to synthesize it. The reactants are: [CH2:1]([NH:8][C:9](=[O:16])[NH:10][O:11][CH2:12][C:13]([OH:15])=O)[C:2]1[CH:7]=[CH:6][CH:5]=[CH:4][CH:3]=1.[NH2:17][C@H:18]([C:31]([N:33]([C@@H:45]([CH3:53])[CH:46]([O:50][CH2:51][CH3:52])[O:47][CH2:48][CH3:49])[CH2:34][C:35]1[CH:36]=[CH:37][CH:38]=[C:39]2[C:44]=1[N:43]=[CH:42][CH:41]=[CH:40]2)=[O:32])[CH2:19][CH2:20][CH2:21][CH2:22][NH:23][C:24](=[O:30])[O:25][C:26]([CH3:29])([CH3:28])[CH3:27].